From a dataset of Reaction yield outcomes from USPTO patents with 853,638 reactions. Predict the reaction yield, written as a fraction of the theoretical maximum amount of product (1.0 means a 100% yield; for example, 0.34 means a 34% yield). (1) The reactants are Cl[C:2]1[C:7]([CH3:8])=[C:6]([Cl:9])[N:5]=[CH:4][C:3]=1[C:10]([N:12]1[CH2:17][CH2:16][CH:15]([C:18]2[CH:23]=[CH:22][C:21]([F:24])=[CH:20][CH:19]=2)[CH2:14][CH2:13]1)=[O:11].[Cl:25][C:26]1[CH:32]=[C:31]([F:33])[CH:30]=[CH:29][C:27]=1[NH2:28]. No catalyst specified. The product is [Cl:9][C:6]1[N:5]=[CH:4][C:3]([C:10]([N:12]2[CH2:13][CH2:14][CH:15]([C:18]3[CH:19]=[CH:20][C:21]([F:24])=[CH:22][CH:23]=3)[CH2:16][CH2:17]2)=[O:11])=[C:2]([NH:28][C:27]2[CH:29]=[CH:30][C:31]([F:33])=[CH:32][C:26]=2[Cl:25])[C:7]=1[CH3:8]. The yield is 0.720. (2) The reactants are [O:1]1[CH2:6][CH2:5][CH2:4][O:3][CH:2]1[C:7]1[CH:8]=[CH:9][C:10]([C:13]2[S:21][C:20]3[C:15](=[N:16][CH:17]=[CH:18][C:19]=3Cl)[CH:14]=2)=[N:11][CH:12]=1.C(=O)([O-])[O-].[Na+].[Na+].[F:29][C:30]1[CH:35]=[C:34]([N+:36]([O-:38])=[O:37])[CH:33]=[CH:32][C:31]=1[OH:39]. The catalyst is C1(OC2C=CC=CC=2)C=CC=CC=1.C(Cl)Cl. The product is [O:1]1[CH2:6][CH2:5][CH2:4][O:3][CH:2]1[C:7]1[CH:8]=[CH:9][C:10]([C:13]2[S:21][C:20]3[C:15](=[N:16][CH:17]=[CH:18][C:19]=3[O:39][C:31]3[CH:32]=[CH:33][C:34]([N+:36]([O-:38])=[O:37])=[CH:35][C:30]=3[F:29])[CH:14]=2)=[N:11][CH:12]=1. The yield is 0.820. (3) The reactants are [CH3:1][N:2]1[C:10]2[C:5](=[CH:6][CH:7]=[CH:8][CH:9]=2)[CH:4]=[C:3]1[C:11]([N:13](C1C=CC=CC=1)[C@H:14]([C:16]([NH:18][C@H:19]([CH:24]=[O:25])[CH2:20][C:21]([OH:23])=[O:22])=[O:17])[CH3:15])=[O:12].C=O.[C:34](O)(=O)[CH3:35]. The catalyst is CO. The product is [CH3:1][N:2]1[C:10]2[C:5](=[CH:6][CH:7]=[CH:8][CH:9]=2)[CH:4]=[C:3]1[C:11]([NH:13][C@H:14]([C:16]([NH:18][C@H:19]([CH:24]=[O:25])[CH2:20][C:21]([OH:23])=[O:22])=[O:17])[CH2:15][C:35]1[CH:34]=[CH:5][CH:4]=[CH:3][CH:11]=1)=[O:12]. The yield is 0.250. (4) The reactants are [CH2:1]([C:3]([C:19]1[CH:24]=[CH:23][C:22]([O:25][CH2:26][C:27](OCC)=[O:28])=[CH:21][CH:20]=1)=[C:4]([C:12]1[CH:17]=[CH:16][C:15]([OH:18])=[CH:14][CH:13]=1)[C:5]1[CH:10]=[CH:9][C:8]([OH:11])=[CH:7][CH:6]=1)[CH3:2].[H-].[H-].[H-].[H-].[Li+].[Al+3]. The catalyst is C1COCC1. The product is [OH:28][CH2:27][CH2:26][O:25][C:22]1[CH:21]=[CH:20][C:19]([C:3]([CH2:1][CH3:2])=[C:4]([C:5]2[CH:6]=[CH:7][C:8]([OH:11])=[CH:9][CH:10]=2)[C:12]2[CH:17]=[CH:16][C:15]([OH:18])=[CH:14][CH:13]=2)=[CH:24][CH:23]=1. The yield is 0.910. (5) The reactants are [NH:1]1[CH2:6][CH2:5][CH:4]=[CH:3][C:2]1=[O:7].[Br:8][C:9]1[CH:10]=[CH:11][C:12]2[S:16](=[O:18])(=[O:17])[NH:15][CH:14]([CH3:19])[C:13]=2[CH:20]=1.C([O-])([O-])=O.[Cs+].[Cs+]. The catalyst is CO. The product is [Br:8][C:9]1[CH:10]=[CH:11][C:12]2[S:16](=[O:17])(=[O:18])[N:15]([CH:4]3[CH2:5][CH2:6][NH:1][C:2](=[O:7])[CH2:3]3)[CH:14]([CH3:19])[C:13]=2[CH:20]=1. The yield is 0.130.